From a dataset of Forward reaction prediction with 1.9M reactions from USPTO patents (1976-2016). Predict the product of the given reaction. (1) The product is: [OH:11][CH:9]([C:12]1[CH:13]=[C:14]([N:18]2[CH2:21][CH2:20][C:19]2=[O:22])[CH:15]=[CH:16][CH:17]=1)[CH2:10][N:37]1[CH2:38][CH2:39][N:34]([C:30]2[CH:29]=[CH:28][CH:27]=[C:26]3[C:31]=2[CH:32]=[CH:33][C:24]([CH3:23])=[N:25]3)[CH2:35][CH2:36]1. Given the reactants NC(N)=O.C(=O)([O-])N.[C:9]([C:12]1[CH:13]=[C:14]([N:18]2[CH2:21][CH2:20][C:19]2=[O:22])[CH:15]=[CH:16][CH:17]=1)(=[O:11])[CH3:10].[CH3:23][C:24]1[CH:33]=[CH:32][C:31]2[C:26](=[CH:27][CH:28]=[CH:29][C:30]=2[N:34]2[CH2:39][CH2:38][N:37](CCC3C=C(C=CC=3)N)[CH2:36][CH2:35]2)[N:25]=1, predict the reaction product. (2) Given the reactants [Na+].[F:2][C:3]([F:19])([S:15]([O-:18])(=[O:17])=[O:16])[CH2:4][O:5][CH2:6][CH:7]([OH:14])[C:8]1[CH:13]=[CH:12][CH:11]=[CH:10][CH:9]=1.FC(F)(F)S([O-])(=O)=O.[C:28]1([SH+:34]([C:42]2[CH:47]=[CH:46][CH:45]=[CH:44][CH:43]=2)(C)[C:35]2[CH:40]=[CH:39][CH:38]=[CH:37][CH:36]=2)[CH:33]=[CH:32][CH:31]=[CH:30][CH:29]=1, predict the reaction product. The product is: [C:28]1([SH+:34]([C:42]2[CH:47]=[CH:46][CH:45]=[CH:44][CH:43]=2)([F:2])[C:35]2[CH:40]=[CH:39][CH:38]=[CH:37][CH:36]=2)[CH:33]=[CH:32][CH:31]=[CH:30][CH:29]=1.[F:19][C:3]([F:2])([S:15]([O-:18])(=[O:17])=[O:16])[CH2:4][O:5][CH2:6][CH:7]([OH:14])[C:8]1[CH:13]=[CH:12][CH:11]=[CH:10][CH:9]=1. (3) Given the reactants [CH3:1][O:2][C:3](=[O:38])[C:4]1[CH:9]=[CH:8][C:7]([C:10]2[N:11]([CH2:23][C:24]3[CH:29]=[CH:28][C:27]([C:30]([F:36])([F:35])[P:31]([OH:34])([OH:33])=[O:32])=[C:26]([Br:37])[CH:25]=3)[C:12](=[O:22])[N:13]([CH2:15][C:16]3[CH:21]=[CH:20][CH:19]=[CH:18][CH:17]=3)[CH:14]=2)=[CH:6][CH:5]=1.[CH2:39](O)C, predict the reaction product. The product is: [CH2:1]([O:2][C:3](=[O:38])[C:4]1[CH:9]=[CH:8][C:7]([C:10]2[N:11]([CH2:23][C:24]3[CH:29]=[CH:28][C:27]([C:30]([F:36])([F:35])[P:31]([OH:34])([OH:33])=[O:32])=[C:26]([Br:37])[CH:25]=3)[C:12](=[O:22])[N:13]([CH2:15][C:16]3[CH:17]=[CH:18][CH:19]=[CH:20][CH:21]=3)[CH:14]=2)=[CH:6][CH:5]=1)[CH3:39]. (4) Given the reactants I[C:2]1[N:6]=[C:5]([C:7]2[CH:12]=[CH:11][C:10]([O:13][C:14]([F:17])([F:16])[F:15])=[CH:9][CH:8]=2)[N:4]([CH3:18])[C:3]=1[C:19]([N:21]1[CH2:26][CH2:25][CH:24]([N:27]2[CH2:31][CH2:30][CH2:29][CH2:28]2)[CH2:23][CH2:22]1)=[O:20].[N:32]1[CH:37]=[CH:36][C:35](B(O)O)=[CH:34][CH:33]=1, predict the reaction product. The product is: [CH3:18][N:4]1[C:3]([C:19]([N:21]2[CH2:26][CH2:25][CH:24]([N:27]3[CH2:31][CH2:30][CH2:29][CH2:28]3)[CH2:23][CH2:22]2)=[O:20])=[C:2]([C:35]2[CH:36]=[CH:37][N:32]=[CH:33][CH:34]=2)[N:6]=[C:5]1[C:7]1[CH:12]=[CH:11][C:10]([O:13][C:14]([F:17])([F:16])[F:15])=[CH:9][CH:8]=1. (5) Given the reactants [C:1]12([CH:11]([OH:24])[CH2:12][NH:13][C:14]3[C:15]4[CH2:23][CH2:22][NH:21][CH2:20][C:16]=4[N:17]=[CH:18][N:19]=3)[CH2:10][CH:5]3[CH2:6][CH:7]([CH2:9][CH:3]([CH2:4]3)[CH2:2]1)[CH2:8]2.[N:25]1([C:31](Cl)=[O:32])[CH2:30][CH2:29][O:28][CH2:27][CH2:26]1.C(N(CC)C(C)C)(C)C, predict the reaction product. The product is: [C:1]12([CH:11]([OH:24])[CH2:12][NH:13][C:14]3[C:15]4[CH2:23][CH2:22][N:21]([C:31]([N:25]5[CH2:30][CH2:29][O:28][CH2:27][CH2:26]5)=[O:32])[CH2:20][C:16]=4[N:17]=[CH:18][N:19]=3)[CH2:2][CH:3]3[CH2:4][CH:5]([CH2:6][CH:7]([CH2:9]3)[CH2:8]1)[CH2:10]2. (6) The product is: [Cl:42][C:37]1[CH:36]=[C:35]([C:33]2[N:30]=[C:28]([N:27]3[C:3]([C:2]([F:12])([F:11])[F:1])=[C:4]([C:5]([O:7][CH2:8][CH3:9])=[O:6])[CH:13]=[N:26]3)[S:29][CH:32]=2)[CH:40]=[CH:39][C:38]=1[Cl:41]. Given the reactants [F:1][C:2]([F:12])([F:11])[C:3](=O)[CH2:4][C:5]([O:7][CH2:8][CH3:9])=[O:6].[CH:13]([O-])([O-])OCC.C(OC(=O)C)(=O)C.[NH2:26][NH:27][C:28]([NH2:30])=[S:29].Br[CH2:32][C:33]([C:35]1[CH:40]=[CH:39][C:38]([Cl:41])=[C:37]([Cl:42])[CH:36]=1)=O, predict the reaction product. (7) Given the reactants [F:1][C:2]1[N:10]=[C:9]2[C:5]([N:6]=[CH:7][N:8]2[CH:11]([CH3:13])[CH3:12])=[C:4]([NH:14][C:15]2[CH:20]=[CH:19]C=CN=2)[N:3]=1.CS(C)=O.[NH2:25][C@H:26](CC)[CH2:27]O, predict the reaction product. The product is: [F:1][C:2]1[N:10]=[C:9]2[C:5]([N:6]=[CH:7][N:8]2[CH:11]([CH3:12])[CH3:13])=[C:4]([NH:14][C:15]2[CH:20]=[CH:19][N:25]=[CH:26][CH:27]=2)[N:3]=1. (8) Given the reactants [CH:1]1([C:9]([N:11]2[CH2:16][CH2:15][N:14]([CH:17]3[CH2:22][CH2:21][CH2:20][CH2:19][CH2:18]3)[CH2:13][CH2:12]2)=[O:10])[C:3]2([CH2:8][CH2:7][NH:6][CH2:5][CH2:4]2)[CH2:2]1.[CH3:23][C:24](=O)[CH3:25], predict the reaction product. The product is: [CH:17]1([N:14]2[CH2:15][CH2:16][N:11]([C:9]([CH:1]3[C:3]4([CH2:8][CH2:7][N:6]([CH:24]([CH3:25])[CH3:23])[CH2:5][CH2:4]4)[CH2:2]3)=[O:10])[CH2:12][CH2:13]2)[CH2:18][CH2:19][CH2:20][CH2:21][CH2:22]1. (9) Given the reactants [NH2:1][CH:2]1[CH2:7][CH2:6][N:5]([C:8]([O:10][CH2:11][C:12]2[CH:17]=[CH:16][CH:15]=[CH:14][CH:13]=2)=[O:9])[CH2:4][CH2:3]1.[N:18]1([C:23](=N)[NH2:24])C=CC=N1, predict the reaction product. The product is: [NH:1]([CH:2]1[CH2:3][CH2:4][N:5]([C:8]([O:10][CH2:11][C:12]2[CH:17]=[CH:16][CH:15]=[CH:14][CH:13]=2)=[O:9])[CH2:6][CH2:7]1)[C:23]([NH2:24])=[NH:18]. (10) Given the reactants [CH3:1][S:2]([OH:5])(=[O:4])=[O:3].[Cl:6][C:7]1[CH:17]=[CH:16][C:10]2[CH2:11][CH2:12][NH:13][CH2:14][CH2:15][C:9]=2[C:8]=1[NH:18][CH2:19][C:20]([F:23])([F:22])[F:21], predict the reaction product. The product is: [S:2]([OH:5])(=[O:4])(=[O:3])[CH3:1].[Cl:6][C:7]1[CH:17]=[CH:16][C:10]2[CH2:11][CH2:12][NH:13][CH2:14][CH2:15][C:9]=2[C:8]=1[NH:18][CH2:19][C:20]([F:21])([F:23])[F:22].